From a dataset of Forward reaction prediction with 1.9M reactions from USPTO patents (1976-2016). Predict the product of the given reaction. (1) The product is: [Cl:1][C:2]1[CH:14]=[C:13]([CH2:15][CH2:16][CH3:17])[CH:12]=[CH:11][C:3]=1[C:4]([N:6]([CH2:7][CH3:8])[CH2:9][CH3:10])=[O:5]. Given the reactants [Cl:1][C:2]1[CH:14]=[C:13](/[CH:15]=[CH:16]/[CH3:17])[CH:12]=[CH:11][C:3]=1[C:4]([N:6]([CH2:9][CH3:10])[CH2:7][CH3:8])=[O:5].[H][H], predict the reaction product. (2) Given the reactants Cl[C:2]1[N:7]=[N:6][C:5]([NH:8][C:9](=[O:26])[CH:10]([NH:14][C:15](=[O:25])[CH2:16][C:17]2[CH:22]=[C:21]([F:23])[CH:20]=[C:19]([F:24])[CH:18]=2)[CH2:11][CH2:12][CH3:13])=[CH:4][CH:3]=1.[CH2:27]([NH:31][CH3:32])[CH2:28][CH2:29][CH3:30], predict the reaction product. The product is: [CH2:27]([N:31]([CH3:32])[C:2]1[N:7]=[N:6][C:5]([NH:8][C:9](=[O:26])[CH:10]([NH:14][C:15](=[O:25])[CH2:16][C:17]2[CH:22]=[C:21]([F:23])[CH:20]=[C:19]([F:24])[CH:18]=2)[CH2:11][CH2:12][CH3:13])=[CH:4][CH:3]=1)[CH2:28][CH2:29][CH3:30]. (3) Given the reactants Cl.[NH2:2][C@@:3]([CH3:15])([CH2:8][C:9]1[CH:14]=[CH:13][CH:12]=[CH:11][CH:10]=1)[C:4]([O:6][CH3:7])=[O:5].CCN(C(C)C)C(C)C.[C:25](=O)([O:36][CH2:37][C:38]1[CH:43]=[CH:42][N:41]=[CH:40][CH:39]=1)[O:26]C1C=CC([N+]([O-])=O)=CC=1, predict the reaction product. The product is: [CH3:7][O:6][C:4]([C@:3]([NH:2][C:25](=[O:26])[O:36][CH2:37][C:38]1[CH:43]=[CH:42][N:41]=[CH:40][CH:39]=1)([CH3:15])[CH2:8][C:9]1[CH:14]=[CH:13][CH:12]=[CH:11][CH:10]=1)=[O:5]. (4) Given the reactants C([O:3][C:4]([C@H:6]1[CH2:11][CH2:10][CH2:9][N:8]([CH2:12][C:13]2[CH:22]=[CH:21][C:20]3[C:15](=[CH:16][CH:17]=[C:18]([O:23][CH:24]4[CH2:29][CH2:28][CH:27]([C:30]([CH3:33])([CH3:32])[CH3:31])[CH2:26][CH2:25]4)[CH:19]=3)[CH:14]=2)[CH2:7]1)=[O:5])C.C(O)C.[OH-].[Na+].O.Cl, predict the reaction product. The product is: [C:30]([C@H:27]1[CH2:28][CH2:29][C@H:24]([O:23][C:18]2[CH:19]=[C:20]3[C:15](=[CH:16][CH:17]=2)[CH:14]=[C:13]([CH2:12][N:8]2[CH2:9][CH2:10][CH2:11][C@H:6]([C:4]([OH:5])=[O:3])[CH2:7]2)[CH:22]=[CH:21]3)[CH2:25][CH2:26]1)([CH3:33])([CH3:31])[CH3:32]. (5) Given the reactants S1(=O)(=O)CCCC1.O=P(Cl)(Cl)[Cl:10].O[C:14]1[N:15]=[C:16]([C:27]2[C:35]3[C:30](=[N:31][C:32]([CH3:36])=[CH:33][CH:34]=3)[N:29]([CH2:37][O:38][CH2:39][CH2:40][Si:41]([CH3:44])([CH3:43])[CH3:42])[N:28]=2)[N:17]=[N:18][C:19]=1[C:20]([CH3:26])([CH3:25])[C:21]([O:23][CH3:24])=[O:22], predict the reaction product. The product is: [Cl:10][C:14]1[N:15]=[C:16]([C:27]2[C:35]3[C:30](=[N:31][C:32]([CH3:36])=[CH:33][CH:34]=3)[N:29]([CH2:37][O:38][CH2:39][CH2:40][Si:41]([CH3:44])([CH3:43])[CH3:42])[N:28]=2)[N:17]=[N:18][C:19]=1[C:20]([CH3:26])([CH3:25])[C:21]([O:23][CH3:24])=[O:22].